From a dataset of Full USPTO retrosynthesis dataset with 1.9M reactions from patents (1976-2016). Predict the reactants needed to synthesize the given product. (1) Given the product [CH2:1]([O:3][C:4](=[O:21])[CH:5]([C:15]1[CH:20]=[CH:19][N:18]=[CH:17][CH:16]=1)[CH2:6][C:7]1[C:8]([NH:22][C:23]2[CH:28]=[CH:27][CH:26]=[CH:25][CH:24]=2)=[N:9][C:10]([NH:22][C:23]2[CH:28]=[CH:27][CH:26]=[CH:25][CH:24]=2)=[N:11][CH:12]=1)[CH3:2], predict the reactants needed to synthesize it. The reactants are: [CH2:1]([O:3][C:4](=[O:21])[CH:5]([C:15]1[CH:20]=[CH:19][N:18]=[CH:17][CH:16]=1)[CH2:6][C:7]1[C:8](Cl)=[N:9][C:10](Cl)=[N:11][CH:12]=1)[CH3:2].[NH2:22][C:23]1[CH:28]=[CH:27][CH:26]=[CH:25][CH:24]=1. (2) Given the product [Cl:11][C:4]1[CH:3]=[C:2]([B:12]2[O:16][C:15]([CH3:18])([CH3:17])[C:14]([CH3:20])([CH3:19])[O:13]2)[CH:7]=[C:6]([N+:8]([O-:10])=[O:9])[CH:5]=1, predict the reactants needed to synthesize it. The reactants are: Br[C:2]1[CH:7]=[C:6]([N+:8]([O-:10])=[O:9])[CH:5]=[C:4]([Cl:11])[CH:3]=1.[B:12]1([B:12]2[O:16][C:15]([CH3:18])([CH3:17])[C:14]([CH3:20])([CH3:19])[O:13]2)[O:16][C:15]([CH3:18])([CH3:17])[C:14]([CH3:20])([CH3:19])[O:13]1.C([O-])(=O)C.[K+]. (3) Given the product [OH:1][CH2:2][CH2:3][N:4]([CH2:5][CH2:6][OH:7])[CH2:8][C:9]1[CH:14]=[CH:13][CH:12]=[CH:11][CH:10]=1, predict the reactants needed to synthesize it. The reactants are: [OH:1][CH2:2][CH2:3][NH:4][CH2:5][CH2:6][OH:7].[CH2:8](Br)[C:9]1[CH:14]=[CH:13][CH:12]=[CH:11][CH:10]=1.C(=O)([O-])[O-].[K+].[K+].O. (4) Given the product [S:26]1[CH2:25][CH2:24][S:27][CH:20]1[C:19]1[CH:22]=[CH:23][C:16]([OH:15])=[CH:17][CH:18]=1, predict the reactants needed to synthesize it. The reactants are: O1CCCC1.B(F)(F)F.CCOCC.[OH:15][C:16]1[CH:23]=[CH:22][C:19]([CH:20]=O)=[CH:18][CH:17]=1.[CH2:24]([SH:27])[CH2:25][SH:26]. (5) Given the product [NH2:1][C:2]1[C:3]2[N:4]([C:8]([C@@H:30]3[CH2:31][CH2:32][C@@H:33]([CH2:46][OH:47])[NH:34][CH2:35]3)=[N:9][C:10]=2[C:11]2[CH:16]=[CH:15][C:14]([C:17]([NH:18][C:19]3[CH:24]=[C:23]([C:25]([F:27])([F:26])[F:28])[CH:22]=[CH:21][N:20]=3)=[O:29])=[CH:13][CH:12]=2)[CH:5]=[CH:6][N:7]=1, predict the reactants needed to synthesize it. The reactants are: [NH2:1][C:2]1[C:3]2[N:4]([C:8]([C@H:30]3[CH2:35][N:34](C(OCC4C=CC=CC=4)=O)[C@H:33]([CH2:46][O:47]C)[CH2:32][CH2:31]3)=[N:9][C:10]=2[C:11]2[CH:16]=[CH:15][C:14]([C:17](=[O:29])[NH:18][C:19]3[CH:24]=[C:23]([C:25]([F:28])([F:27])[F:26])[CH:22]=[CH:21][N:20]=3)=[CH:13][CH:12]=2)[CH:5]=[CH:6][N:7]=1.B(Br)(Br)Br.